This data is from Full USPTO retrosynthesis dataset with 1.9M reactions from patents (1976-2016). The task is: Predict the reactants needed to synthesize the given product. (1) Given the product [Cl:22][C:20]1[CH:19]=[CH:18][C:15]([C:16]#[N:17])=[C:14]([N:11]2[C:12](=[O:13])[C:4]3[CH:3]=[C:2]([C:33]4[CH:34]=[CH:35][CH:36]=[CH:37][C:32]=4[O:31][CH3:30])[N:6]([CH:7]([CH3:9])[CH3:8])[C:5]=3[CH:10]2[C:23]2[CH:24]=[CH:25][C:26]([Cl:29])=[CH:27][CH:28]=2)[CH:21]=1, predict the reactants needed to synthesize it. The reactants are: Br[C:2]1[N:6]([CH:7]([CH3:9])[CH3:8])[C:5]2[CH:10]([C:23]3[CH:28]=[CH:27][C:26]([Cl:29])=[CH:25][CH:24]=3)[N:11]([C:14]3[CH:21]=[C:20]([Cl:22])[CH:19]=[CH:18][C:15]=3[C:16]#[N:17])[C:12](=[O:13])[C:4]=2[CH:3]=1.[CH3:30][O:31][C:32]1[CH:37]=[CH:36][CH:35]=[CH:34][C:33]=1B(O)O.BrC1N(C(C)C)C2C(C3C=CC(Cl)=CC=3)N(C3C=C(Cl)C=CC=3C)C(=O)C=2C=1.C(C1C=CC(OC)=C(B(O)O)C=1)#N. (2) The reactants are: Cl[C:2]1[C:3]2[N:10]([CH2:11][CH2:12][NH:13][C:14](=[O:20])OC(C)(C)C)[CH:9]=[CH:8][C:4]=2[N:5]=[CH:6][N:7]=1.[N:21]1[S:22][CH:23]=[C:24]2[C:29]([O:30][C:31]3[CH:37]=[CH:36][C:34]([NH2:35])=[CH:33][C:32]=3[Cl:38])=[CH:28][CH:27]=[CH:26][C:25]=12.Cl.ON1C2C=CC=C[C:44]=2N=N1.Cl.C(N=C=NCCCN(C)C)C. Given the product [N:21]1[S:22][CH:23]=[C:24]2[C:29]([O:30][C:31]3[CH:37]=[CH:36][C:34]([NH:35][C:2]4[C:3]5[N:10]([CH2:11][CH2:12][NH:13][C:14](=[O:20])[CH3:44])[CH:9]=[CH:8][C:4]=5[N:5]=[CH:6][N:7]=4)=[CH:33][C:32]=3[Cl:38])=[CH:28][CH:27]=[CH:26][C:25]=12, predict the reactants needed to synthesize it.